From a dataset of NCI-60 drug combinations with 297,098 pairs across 59 cell lines. Regression. Given two drug SMILES strings and cell line genomic features, predict the synergy score measuring deviation from expected non-interaction effect. (1) Drug 1: C1CN1P(=S)(N2CC2)N3CC3. Drug 2: CCC1(CC2CC(C3=C(CCN(C2)C1)C4=CC=CC=C4N3)(C5=C(C=C6C(=C5)C78CCN9C7C(C=CC9)(C(C(C8N6C=O)(C(=O)OC)O)OC(=O)C)CC)OC)C(=O)OC)O.OS(=O)(=O)O. Cell line: OVCAR-5. Synergy scores: CSS=21.8, Synergy_ZIP=-3.67, Synergy_Bliss=-3.85, Synergy_Loewe=0.551, Synergy_HSA=-0.497. (2) Drug 1: CC1=C(N=C(N=C1N)C(CC(=O)N)NCC(C(=O)N)N)C(=O)NC(C(C2=CN=CN2)OC3C(C(C(C(O3)CO)O)O)OC4C(C(C(C(O4)CO)O)OC(=O)N)O)C(=O)NC(C)C(C(C)C(=O)NC(C(C)O)C(=O)NCCC5=NC(=CS5)C6=NC(=CS6)C(=O)NCCC[S+](C)C)O. Drug 2: CCCCC(=O)OCC(=O)C1(CC(C2=C(C1)C(=C3C(=C2O)C(=O)C4=C(C3=O)C=CC=C4OC)O)OC5CC(C(C(O5)C)O)NC(=O)C(F)(F)F)O. Cell line: HT29. Synergy scores: CSS=9.44, Synergy_ZIP=-0.719, Synergy_Bliss=-2.40, Synergy_Loewe=-2.71, Synergy_HSA=-1.41. (3) Drug 1: C1C(C(OC1N2C=C(C(=O)NC2=O)F)CO)O. Drug 2: C1CN(CCN1C(=O)CCBr)C(=O)CCBr. Cell line: LOX IMVI. Synergy scores: CSS=36.4, Synergy_ZIP=-13.0, Synergy_Bliss=-0.304, Synergy_Loewe=3.08, Synergy_HSA=4.38.